This data is from Forward reaction prediction with 1.9M reactions from USPTO patents (1976-2016). The task is: Predict the product of the given reaction. Given the reactants B(Br)(Br)Br.[ClH:5].[NH2:6][C:7]1[N:12]=[CH:11][N:10]=[C:9]2[N:13]([CH:25]([C:27]3[O:28][C:29](=[O:47])[C:30]4[C:35]([C:36]=3[C:37]3[CH2:38][C:39]([CH3:46])([CH3:45])[NH:40][C:41]([CH3:44])([CH3:43])[CH:42]=3)=[CH:34][CH:33]=[CH:32][CH:31]=4)[CH3:26])[N:14]=[C:15]([C:16]3[CH:21]=[C:20]([O:22]C)[CH:19]=[C:18]([F:24])[CH:17]=3)[C:8]=12.CCO, predict the reaction product. The product is: [ClH:5].[NH2:6][C:7]1[N:12]=[CH:11][N:10]=[C:9]2[N:13]([CH:25]([C:27]3[O:28][C:29](=[O:47])[C:30]4[C:35]([C:36]=3[C:37]3[CH2:38][C:39]([CH3:46])([CH3:45])[NH:40][C:41]([CH3:44])([CH3:43])[CH:42]=3)=[CH:34][CH:33]=[CH:32][CH:31]=4)[CH3:26])[N:14]=[C:15]([C:16]3[CH:21]=[C:20]([OH:22])[CH:19]=[C:18]([F:24])[CH:17]=3)[C:8]=12.